Dataset: Forward reaction prediction with 1.9M reactions from USPTO patents (1976-2016). Task: Predict the product of the given reaction. (1) Given the reactants [C:1]1([C:17]2[CH:22]=[CH:21][CH:20]=[CH:19][CH:18]=2)[CH:6]=[CH:5][C:4]([NH:7][C:8](=[O:16])[CH2:9][CH:10]2[CH2:15][CH2:14][NH:13][CH2:12][CH2:11]2)=[CH:3][CH:2]=1.[CH:23]1([C:26](Cl)=[O:27])[CH2:25][CH2:24]1, predict the reaction product. The product is: [C:1]1([C:17]2[CH:18]=[CH:19][CH:20]=[CH:21][CH:22]=2)[CH:2]=[CH:3][C:4]([NH:7][C:8](=[O:16])[CH2:9][CH:10]2[CH2:15][CH2:14][N:13]([C:26]([CH:23]3[CH2:25][CH2:24]3)=[O:27])[CH2:12][CH2:11]2)=[CH:5][CH:6]=1. (2) The product is: [F:27][C:21]([F:28])([C:5]1([OH:8])[CH2:6][CH2:7][CH:2]([F:1])[CH2:3][CH2:4]1)[C:22]([O:24][CH2:25][CH3:26])=[O:23]. Given the reactants [F:1][CH:2]1[CH2:7][CH2:6][C:5](=[O:8])[CH2:4][CH2:3]1.O.O.O.O.O.O.O.[Cl-].[Ce+3].[Cl-].[Cl-].Br[C:21]([F:28])([F:27])[C:22]([O:24][CH2:25][CH3:26])=[O:23], predict the reaction product. (3) Given the reactants [ClH:1].Cl.[NH2:3][CH:4]1[CH2:9][CH2:8][N:7]([CH2:10][CH:11]2[N:22]3[C:23]4[N:14]([C:15](=[O:25])[CH:16]=[N:17][C:18]=4[CH:19]=[CH:20][C:21]3=[O:24])[CH2:13][CH2:12]2)[CH2:6][CH2:5]1.[S:26]1[C:34]2[CH:33]=[C:32]([CH:35]=O)[N:31]=[CH:30][C:29]=2[O:28][CH2:27]1.C(O)(=O)C.C([O-])(=O)C.[Na+], predict the reaction product. The product is: [ClH:1].[ClH:1].[S:26]1[C:34]2[CH:33]=[C:32]([CH2:35][NH:3][CH:4]3[CH2:9][CH2:8][N:7]([CH2:10][CH:11]4[N:22]5[C:23]6[N:14]([C:15](=[O:25])[CH:16]=[N:17][C:18]=6[CH:19]=[CH:20][C:21]5=[O:24])[CH2:13][CH2:12]4)[CH2:6][CH2:5]3)[N:31]=[CH:30][C:29]=2[O:28][CH2:27]1.